Dataset: Full USPTO retrosynthesis dataset with 1.9M reactions from patents (1976-2016). Task: Predict the reactants needed to synthesize the given product. (1) Given the product [C:45]([C:41]1[CH:40]=[C:39]([C:33]2[CH:34]=[CH:35][C:36]([O:37][CH3:38])=[C:31]([CH:32]=2)[CH2:30][N:15]([C:16]([C:18]2[S:22][C:21]3[C:23]([F:28])=[CH:24][CH:25]=[C:26]([F:27])[C:20]=3[C:19]=2[Cl:29])=[O:17])[CH:12]2[CH2:11][CH2:10][CH:9]([N:8]([CH3:49])[C:6](=[O:7])[O:5][C:1]([CH3:2])([CH3:4])[CH3:3])[CH2:14][CH2:13]2)[CH:44]=[CH:43][N:42]=1)(=[O:47])[NH2:50], predict the reactants needed to synthesize it. The reactants are: [C:1]([O:5][C:6]([N:8]([CH3:49])[CH:9]1[CH2:14][CH2:13][CH:12]([N:15]([CH2:30][C:31]2[CH:32]=[C:33]([C:39]3[CH:44]=[CH:43][N:42]=[C:41]([C:45]([O:47]C)=O)[CH:40]=3)[CH:34]=[CH:35][C:36]=2[O:37][CH3:38])[C:16]([C:18]2[S:22][C:21]3[C:23]([F:28])=[CH:24][CH:25]=[C:26]([F:27])[C:20]=3[C:19]=2[Cl:29])=[O:17])[CH2:11][CH2:10]1)=[O:7])([CH3:4])([CH3:3])[CH3:2].[NH3:50]. (2) Given the product [CH3:19][C:6]1[CH:7]=[C:8]([O:12][C:13]2[N:18]=[CH:17][CH:16]=[CH:15][N:14]=2)[CH:9]=[C:10]([CH3:11])[C:5]=1[C:3]1[N:20]=[C:21]([NH2:23])[S:22][CH:2]=1, predict the reactants needed to synthesize it. The reactants are: Br[CH2:2][C:3]([C:5]1[C:10]([CH3:11])=[CH:9][C:8]([O:12][C:13]2[N:18]=[CH:17][CH:16]=[CH:15][N:14]=2)=[CH:7][C:6]=1[CH3:19])=O.[NH2:20][C:21]([NH2:23])=[S:22]. (3) Given the product [O:1]1[CH2:7][CH:6]([C:8]2[C:16]3[S:15][C:14]([NH:17][C:18](=[O:26])[C:19]4[CH:24]=[CH:23][N:22]=[C:21]([N:33]([CH2:32][CH2:31][O:30][CH3:29])[CH3:34])[CH:20]=4)=[N:13][C:12]=3[C:11]([O:27][CH3:28])=[CH:10][CH:9]=2)[CH2:5][O:4][CH2:3][CH2:2]1, predict the reactants needed to synthesize it. The reactants are: [O:1]1[CH2:7][CH:6]([C:8]2[C:16]3[S:15][C:14]([NH:17][C:18](=[O:26])[C:19]4[CH:24]=[CH:23][N:22]=[CH:21][C:20]=4Br)=[N:13][C:12]=3[C:11]([O:27][CH3:28])=[CH:10][CH:9]=2)[CH2:5][O:4][CH2:3][CH2:2]1.[CH3:29][O:30][CH2:31][CH2:32][NH:33][CH3:34].COCCNC1C=C(C=CN=1)C(NC1SC2C(N3CCOCC3)=CC=C(OC)C=2N=1)=O. (4) Given the product [C:14]([O:18][C:19]([N:21]1[CH2:22][CH2:23][N:24]([C:27]2[NH:28][C:29]([C:34]3[CH:39]=[CH:38][N:37]=[C:36]([NH:11][C:10]4[CH:12]=[CH:13][C:7]([N:4]5[CH2:3][CH2:2][O:1][CH2:6][CH2:5]5)=[CH:8][CH:9]=4)[CH:35]=3)=[CH:30][C:31]=2[C:32]#[N:33])[CH2:25][CH2:26]1)=[O:20])([CH3:17])([CH3:15])[CH3:16], predict the reactants needed to synthesize it. The reactants are: [O:1]1[CH2:6][CH2:5][N:4]([C:7]2[CH:13]=[CH:12][C:10]([NH2:11])=[CH:9][CH:8]=2)[CH2:3][CH2:2]1.[C:14]([O:18][C:19]([N:21]1[CH2:26][CH2:25][N:24]([C:27]2[NH:28][C:29]([C:34]3[CH:39]=[CH:38][N:37]=[C:36](Cl)[CH:35]=3)=[CH:30][C:31]=2[C:32]#[N:33])[CH2:23][CH2:22]1)=[O:20])([CH3:17])([CH3:16])[CH3:15]. (5) Given the product [C:1](=[O:20])([O:2][C:3]([CH3:5])([CH3:4])[CH3:6])[O:7][C:8]1[CH:9]=[CH:10][C:11]([C@@H:14]2[CH2:16][C@H:15]2[NH2:17])=[CH:12][CH:13]=1, predict the reactants needed to synthesize it. The reactants are: [C:1](=[O:20])([O:7][C:8]1[CH:13]=[CH:12][C:11]([C@@H:14]2[CH2:16][C@H:15]2[N+:17]([O-])=O)=[CH:10][CH:9]=1)[O:2][C:3]([CH3:6])([CH3:5])[CH3:4].Cl.[OH-].[Na+]. (6) Given the product [N:3]1([CH2:9][CH2:10][CH2:11][NH:12][C:13]2[N:14]=[N+:15]([O-:26])[C:16]3[CH:22]=[C:21]4[O:23][CH2:24][CH2:25][C:20]4=[CH:19][C:17]=3[N+:18]=2[O-:28])[CH2:8][CH2:7][O:6][CH2:5][CH2:4]1, predict the reactants needed to synthesize it. The reactants are: OO.[N:3]1([CH2:9][CH2:10][CH2:11][NH:12][C:13]2[N:14]=[N+:15]([O-:26])[C:16]3[CH:22]=[C:21]4[O:23][CH2:24][CH2:25][C:20]4=[CH:19][C:17]=3[N:18]=2)[CH2:8][CH2:7][O:6][CH2:5][CH2:4]1.C(O)(C(F)(F)F)=[O:28]. (7) Given the product [Br:18][CH2:2][CH2:3][CH2:4][N:5]1[C:9]2[CH:10]=[CH:11][C:12]([CH:14]=[O:15])=[CH:13][C:8]=2[NH:7][C:6]1=[O:16], predict the reactants needed to synthesize it. The reactants are: O[CH2:2][CH2:3][CH2:4][N:5]1[C:9]2[CH:10]=[CH:11][C:12]([CH:14]=[O:15])=[CH:13][C:8]=2[NH:7][C:6]1=[O:16].C(Br)(Br)(Br)[Br:18].C1(P(C2C=CC=CC=2)C2C=CC=CC=2)C=CC=CC=1. (8) Given the product [C:24]([C:10]1[CH:11]=[C:12]([C:13]2[CH:23]=[CH:22][C:16]3[O:17][CH2:18][C:19](=[O:21])[NH:20][C:15]=3[CH:14]=2)[N:8]([C:5]2[CH:6]=[CH:7][C:2]([F:1])=[CH:3][CH:4]=2)[N:9]=1)(=[O:26])[CH3:25], predict the reactants needed to synthesize it. The reactants are: [F:1][C:2]1[CH:7]=[CH:6][C:5]([N:8]2[C:12]([C:13]3[CH:23]=[CH:22][C:16]4[O:17][CH2:18][C:19](=[O:21])[NH:20][C:15]=4[CH:14]=3)=[CH:11][C:10]([CH:24]([OH:26])[CH3:25])=[N:9]2)=[CH:4][CH:3]=1. (9) Given the product [C:31]([C:28]1[CH:29]=[CH:30][C:25]([CH2:24][O:1][C:2]2[CH:7]=[CH:6][C:5]([N:8]3[C:16]4[C:11](=[CH:12][CH:13]=[CH:14][CH:15]=4)[CH:10]=[CH:9]3)=[CH:4][CH:3]=2)=[CH:26][CH:27]=1)#[N:32], predict the reactants needed to synthesize it. The reactants are: [OH:1][C:2]1[CH:7]=[CH:6][C:5]([N:8]2[C:16]3[C:11](=[CH:12][CH:13]=[CH:14][CH:15]=3)[CH:10]=[CH:9]2)=[CH:4][CH:3]=1.C([O-])([O-])=O.[K+].[K+].Br[CH2:24][C:25]1[CH:30]=[CH:29][C:28]([C:31]#[N:32])=[CH:27][CH:26]=1.[Na+].[I-].C(O)C(N)(CO)CO.